This data is from Forward reaction prediction with 1.9M reactions from USPTO patents (1976-2016). The task is: Predict the product of the given reaction. Given the reactants C(O)(=O)C.C(O[C:8]1(O[Si](C)(C)C)[CH2:10][CH2:9]1)C.[CH3:16][C:17]1[N:21]([CH2:22][C:23]2[CH:28]=[CH:27][N:26]=[C:25]([N:29]3[CH2:34][CH2:33][NH:32][CH2:31][CH2:30]3)[CH:24]=2)[N:20]=[C:19]([C:35]2[O:39][N:38]=[C:37]([C:40]3[CH:45]=[CH:44][C:43]([O:46][C:47]([F:50])([F:49])[F:48])=[CH:42][CH:41]=3)[N:36]=2)[CH:18]=1.C([BH3-])#N.[Na+], predict the reaction product. The product is: [CH:8]1([N:32]2[CH2:31][CH2:30][N:29]([C:25]3[CH:24]=[C:23]([CH2:22][N:21]4[C:17]([CH3:16])=[CH:18][C:19]([C:35]5[O:39][N:38]=[C:37]([C:40]6[CH:41]=[CH:42][C:43]([O:46][C:47]([F:48])([F:50])[F:49])=[CH:44][CH:45]=6)[N:36]=5)=[N:20]4)[CH:28]=[CH:27][N:26]=3)[CH2:34][CH2:33]2)[CH2:10][CH2:9]1.